The task is: Predict the reaction yield, written as a fraction of the theoretical maximum amount of product (1.0 means a 100% yield; for example, 0.34 means a 34% yield).. This data is from Reaction yield outcomes from USPTO patents with 853,638 reactions. (1) The reactants are [CH2:1]([C:5]1[N:6]=[C:7]([CH2:27][OH:28])[NH:8][C:9](=[O:26])[C:10]=1[CH2:11][C:12]1[CH:17]=[CH:16][C:15]([C:18]2[C:19]([C:24]#[N:25])=[CH:20][CH:21]=[CH:22][CH:23]=2)=[CH:14][CH:13]=1)[CH2:2][CH2:3][CH3:4].[CH2:29](Br)[C:30]1[CH:35]=[CH:34][CH:33]=[CH:32][CH:31]=1.C(=O)([O-])[O-].[Cs+].[Cs+]. The catalyst is CN(C)C(=O)C.C(OCC)(=O)C. The product is [CH2:29]([N:8]1[C:9](=[O:26])[C:10]([CH2:11][C:12]2[CH:17]=[CH:16][C:15]([C:18]3[C:19]([C:24]#[N:25])=[CH:20][CH:21]=[CH:22][CH:23]=3)=[CH:14][CH:13]=2)=[C:5]([CH2:1][CH2:2][CH2:3][CH3:4])[N:6]=[C:7]1[CH2:27][OH:28])[C:30]1[CH:35]=[CH:34][CH:33]=[CH:32][CH:31]=1. The yield is 0.490. (2) The reactants are [H-].[Na+].[C:3]([O:7][C:8]([N:10]1[CH2:15][CH2:14][CH:13]([OH:16])[CH2:12][CH2:11]1)=[O:9])([CH3:6])([CH3:5])[CH3:4].Cl[C:18]1[C:27]2[C:22](=[CH:23][CH:24]=[CH:25][CH:26]=2)[N:21]=[CH:20][N:19]=1. The catalyst is CN(C=O)C. The product is [C:3]([O:7][C:8]([N:10]1[CH2:15][CH2:14][CH:13]([O:16][C:18]2[C:27]3[C:22](=[CH:23][CH:24]=[CH:25][CH:26]=3)[N:21]=[CH:20][N:19]=2)[CH2:12][CH2:11]1)=[O:9])([CH3:6])([CH3:4])[CH3:5]. The yield is 0.760. (3) The reactants are [NH2:1][C:2]1[C:3]([CH:8]=O)=[N:4][CH:5]=[CH:6][CH:7]=1.CC1(C)O[C:15](=[O:17])[CH:14]=[C:13]([CH3:18])[O:12]1. The catalyst is C1(C)C(C)=CC=CC=1. The product is [C:13]([C:14]1[C:15](=[O:17])[NH:1][C:2]2[C:3]([CH:8]=1)=[N:4][CH:5]=[CH:6][CH:7]=2)(=[O:12])[CH3:18]. The yield is 0.650.